Dataset: Full USPTO retrosynthesis dataset with 1.9M reactions from patents (1976-2016). Task: Predict the reactants needed to synthesize the given product. Given the product [Br:43][C:44]1[CH:45]=[C:46]([CH:51]=[C:52]([NH:55][C:56]2[CH:61]=[CH:60][CH:59]=[CH:58][CH:57]=2)[CH:53]=1)[C:47]([OH:49])=[O:48], predict the reactants needed to synthesize it. The reactants are: CC1(C)C2C(=C(P(C3C=CC=CC=3)C3C=CC=CC=3)C=CC=2)OC2C(P(C3C=CC=CC=3)C3C=CC=CC=3)=CC=CC1=2.[Br:43][C:44]1[CH:45]=[C:46]([CH:51]=[C:52](I)[CH:53]=1)[C:47]([O:49]C)=[O:48].[NH2:55][C:56]1[CH:61]=[CH:60][CH:59]=[CH:58][CH:57]=1.CC(C)([O-])C.[Na+].